This data is from Full USPTO retrosynthesis dataset with 1.9M reactions from patents (1976-2016). The task is: Predict the reactants needed to synthesize the given product. The reactants are: [CH2:1]([N:3]1[CH2:8][CH2:7][N:6]([C:9]2[CH:14]=[CH:13][C:12]([N+:15]([O-])=O)=[CH:11][C:10]=2[F:18])[CH2:5][CH2:4]1)[CH3:2]. Given the product [CH2:1]([N:3]1[CH2:4][CH2:5][N:6]([C:9]2[CH:14]=[CH:13][C:12]([NH2:15])=[CH:11][C:10]=2[F:18])[CH2:7][CH2:8]1)[CH3:2], predict the reactants needed to synthesize it.